Dataset: Reaction yield outcomes from USPTO patents with 853,638 reactions. Task: Predict the reaction yield, written as a fraction of the theoretical maximum amount of product (1.0 means a 100% yield; for example, 0.34 means a 34% yield). (1) The reactants are [C:1]([C:3]1[CH:4]=[C:5]([CH:9]=[CH:10][CH:11]=1)[C:6]([OH:8])=O)#[CH:2].[CH2:12]([N:14]1[CH2:19][CH2:18][N:17]([CH2:20][C:21]2[CH:27]=[CH:26][C:24]([NH2:25])=[CH:23][C:22]=2[C:28]([F:31])([F:30])[F:29])[CH2:16][CH2:15]1)[CH3:13].CN(C(ON1N=NC2C=CC=CC1=2)=[N+](C)C)C.[B-](F)(F)(F)F.CCN(C(C)C)C(C)C.C([O-])(O)=O.[Na+]. The catalyst is CN(C)C=O. The product is [CH2:12]([N:14]1[CH2:19][CH2:18][N:17]([CH2:20][C:21]2[CH:27]=[CH:26][C:24]([NH:25][C:6](=[O:8])[C:5]3[CH:9]=[CH:10][CH:11]=[C:3]([C:1]#[CH:2])[CH:4]=3)=[CH:23][C:22]=2[C:28]([F:31])([F:29])[F:30])[CH2:16][CH2:15]1)[CH3:13]. The yield is 0.630. (2) The reactants are [NH2:1][C:2]1[CH:9]=[CH:8][C:7]([Cl:10])=[CH:6][C:3]=1[C:4]#[N:5].O.[CH:12]([NH2:14])=O. No catalyst specified. The product is [NH2:5][C:4]1[C:3]2[C:2](=[CH:9][CH:8]=[C:7]([Cl:10])[CH:6]=2)[N:1]=[CH:12][N:14]=1. The yield is 0.950. (3) The reactants are C[O:2][C:3]1[CH:4]=[C:5]([S:11]([N:14]2[CH:27]([CH3:28])[C:26]3[C:21](=[CH:22][CH:23]=[C:24]([F:29])[CH:25]=3)[C:20]3[CH:19]=[CH:18][CH:17]=[CH:16][C:15]2=3)(=[O:13])=[O:12])[CH:6]=[CH:7][C:8]=1[O:9]C.C1CCCCC=1.B(Br)(Br)Br.ClCCl. No catalyst specified. The product is [F:29][C:24]1[CH:25]=[C:26]2[C:21](=[CH:22][CH:23]=1)[C:20]1[CH:19]=[CH:18][CH:17]=[CH:16][C:15]=1[N:14]([S:11]([C:5]1[CH:4]=[C:3]([OH:2])[C:8]([OH:9])=[CH:7][CH:6]=1)(=[O:13])=[O:12])[CH:27]2[CH3:28]. The yield is 0.500.